Dataset: NCI-60 drug combinations with 297,098 pairs across 59 cell lines. Task: Regression. Given two drug SMILES strings and cell line genomic features, predict the synergy score measuring deviation from expected non-interaction effect. Drug 1: COC1=CC(=CC(=C1O)OC)C2C3C(COC3=O)C(C4=CC5=C(C=C24)OCO5)OC6C(C(C7C(O6)COC(O7)C8=CC=CS8)O)O. Drug 2: CC(C1=C(C=CC(=C1Cl)F)Cl)OC2=C(N=CC(=C2)C3=CN(N=C3)C4CCNCC4)N. Cell line: TK-10. Synergy scores: CSS=6.80, Synergy_ZIP=-8.96, Synergy_Bliss=-6.30, Synergy_Loewe=-13.4, Synergy_HSA=-5.98.